From a dataset of Forward reaction prediction with 1.9M reactions from USPTO patents (1976-2016). Predict the product of the given reaction. (1) Given the reactants [N:1]1([C:6]2[CH:13]=[CH:12][C:9]([CH:10]=O)=[CH:8][CH:7]=2)[CH:5]=[CH:4][CH:3]=[CH:2]1.CC(O)=O.[Cl:18][C:19]1[CH:24]=[CH:23][C:22]([NH:25][C:26]([CH:28]2[CH2:33][CH2:32][CH2:31][NH:30][CH2:29]2)=[O:27])=[CH:21][CH:20]=1.[BH-](OC(C)=O)(OC(C)=O)OC(C)=O.[Na+], predict the reaction product. The product is: [N:1]1([C:6]2[CH:13]=[CH:12][C:9]([CH2:10][N:30]3[CH2:31][CH2:32][CH2:33][CH:28]([C:26]([NH:25][C:22]4[CH:21]=[CH:20][C:19]([Cl:18])=[CH:24][CH:23]=4)=[O:27])[CH2:29]3)=[CH:8][CH:7]=2)[CH:5]=[CH:4][CH:3]=[CH:2]1. (2) Given the reactants [NH2:1][CH:2]([C:5]1[C:6](=[O:16])[NH:7][C:8]([CH:11]2[CH2:15][CH2:14][CH2:13][CH2:12]2)=[N:9][N:10]=1)[CH2:3][CH3:4].[CH3:17][C:18]([CH3:24])([CH2:22][CH3:23])[C:19](O)=[O:20], predict the reaction product. The product is: [CH:11]1([C:8]2[NH:7][C:6](=[O:16])[C:5]([CH:2]([NH:1][C:19](=[O:20])[C:18]([CH3:24])([CH3:17])[CH2:22][CH3:23])[CH2:3][CH3:4])=[N:10][N:9]=2)[CH2:15][CH2:14][CH2:13][CH2:12]1. (3) Given the reactants [Cl:1][C:2]1[CH:7]=[CH:6][C:5]([CH2:8][C@@H:9]([NH:33][C:34](OC(C)(C)C)=[O:35])[C:10]([N:12]2[CH2:17][CH2:16][CH:15]([C:18]3[CH:23]=[CH:22][CH:21]=[CH:20][C:19]=3[N:24]([CH2:29][CH:30]3[CH2:32][CH2:31]3)[S:25]([CH3:28])(=[O:27])=[O:26])[CH2:14][CH2:13]2)=[O:11])=[CH:4][CH:3]=1.C(O)(C(F)(F)F)=O.C(Cl)CCl.C1C=CC2N(O)N=NC=2C=1.[C:62]([N:69]1[CH:72](C(O)=O)[CH2:71][CH2:70]1)([O:64][C:65]([CH3:68])([CH3:67])[CH3:66])=[O:63], predict the reaction product. The product is: [Cl:1][C:2]1[CH:7]=[CH:6][C:5]([CH2:8][C@@H:9]([NH:33][C:34]([CH:71]2[CH2:70][N:69]([C:62]([O:64][C:65]([CH3:66])([CH3:67])[CH3:68])=[O:63])[CH2:72]2)=[O:35])[C:10]([N:12]2[CH2:13][CH2:14][CH:15]([C:18]3[CH:23]=[CH:22][CH:21]=[CH:20][C:19]=3[N:24]([CH2:29][CH:30]3[CH2:32][CH2:31]3)[S:25]([CH3:28])(=[O:27])=[O:26])[CH2:16][CH2:17]2)=[O:11])=[CH:4][CH:3]=1. (4) Given the reactants [NH2:1][C:2]([CH3:20])([CH3:19])[CH2:3][CH2:4][N:5]1[C:9]2[CH:10]=[CH:11][C:12]([C:14]([O:16][CH2:17][CH3:18])=[O:15])=[CH:13][C:8]=2[N:7]=[CH:6]1.[O:21]1[CH2:23][C@H:22]1[C:24]1[CH:25]=[C:26]([NH:30][S:31]([C:34]2[CH:39]=[CH:38][CH:37]=[CH:36][CH:35]=2)(=[O:33])=[O:32])[CH:27]=[CH:28][CH:29]=1, predict the reaction product. The product is: [C:34]1([S:31]([NH:30][C:26]2[CH:25]=[C:24]([C@@H:22]([OH:21])[CH2:23][NH:1][C:2]([CH3:19])([CH3:20])[CH2:3][CH2:4][N:5]3[C:9]4[CH:10]=[CH:11][C:12]([C:14]([O:16][CH2:17][CH3:18])=[O:15])=[CH:13][C:8]=4[N:7]=[CH:6]3)[CH:29]=[CH:28][CH:27]=2)(=[O:32])=[O:33])[CH:39]=[CH:38][CH:37]=[CH:36][CH:35]=1. (5) Given the reactants [NH2:1][C:2]1[CH:3]=[CH:4][C:5]([F:17])=[C:6]([C@:8]2([CH3:16])[C@@H:13]([F:14])[CH2:12][O:11][C:10]([NH2:15])=[N:9]2)[CH:7]=1.[F:18][C:19]([F:35])([C:31]([F:34])([F:33])[F:32])[CH2:20][O:21][C:22]1[CH:23]=[CH:24][C:25]([C:28](O)=[O:29])=[N:26][CH:27]=1, predict the reaction product. The product is: [NH2:15][C:10]1[O:11][CH2:12][C@H:13]([F:14])[C@:8]([C:6]2[CH:7]=[C:2]([NH:1][C:28]([C:25]3[CH:24]=[CH:23][C:22]([O:21][CH2:20][C:19]([F:18])([F:35])[C:31]([F:32])([F:33])[F:34])=[CH:27][N:26]=3)=[O:29])[CH:3]=[CH:4][C:5]=2[F:17])([CH3:16])[N:9]=1. (6) Given the reactants Br[C:2]1[C:3]([O:15][C:16]2[C:21]([F:22])=[CH:20][CH:19]=[CH:18][C:17]=2[F:23])=[CH:4][C:5]([NH:8][C:9]2[S:10][CH:11]=[C:12]([CH3:14])[N:13]=2)=[N:6][CH:7]=1.[Li]C.C([Li])CCC.C([O:34]B(OC(C)C)OC(C)C)(C)C.[OH-].[Na+].OO, predict the reaction product. The product is: [F:23][C:17]1[CH:18]=[CH:19][CH:20]=[C:21]([F:22])[C:16]=1[O:15][C:3]1[CH:4]=[C:5]([NH:8][C:9]2[S:10][CH:11]=[C:12]([CH3:14])[N:13]=2)[N:6]=[CH:7][C:2]=1[OH:34]. (7) Given the reactants [CH2:1]([N:3]([C:31](=O)[C:32]1[CH:37]=[CH:36][C:35]([OH:38])=[C:34]([F:39])[CH:33]=1)[C:4]1[CH:9]=[C:8]([O:10][CH3:11])[C:7]([O:12][CH3:13])=[CH:6][C:5]=1[C@@H:14]1[CH2:23][CH2:22][C:21]2[CH:20]=[C:19]([O:24]C(=O)C(C)(C)C)[CH:18]=[CH:17][C:16]=2[CH2:15]1)[CH3:2].Cl[CH2:42][C:43]([N:45]1[CH2:50][CH2:49][CH2:48][CH2:47][CH2:46]1)=O, predict the reaction product. The product is: [CH2:1]([N:3]([CH2:31][C:32]1[CH:37]=[CH:36][C:35]([O:38][CH2:42][CH2:43][N:45]2[CH2:50][CH2:49][CH2:48][CH2:47][CH2:46]2)=[C:34]([F:39])[CH:33]=1)[C:4]1[CH:9]=[C:8]([O:10][CH3:11])[C:7]([O:12][CH3:13])=[CH:6][C:5]=1[C@@H:14]1[CH2:15][CH2:16][C:21]2[CH:20]=[C:19]([OH:24])[CH:18]=[CH:17][C:22]=2[CH2:23]1)[CH3:2]. (8) Given the reactants [CH2:1]([O:3][C:4](=[O:37])[CH2:5][C@@H:6]([N:10]1[C:14]2[CH:15]=[CH:16][CH:17]=[CH:18][C:13]=2[N:12]([CH2:19][C:20]2[CH:25]=[C:24]([Br:26])[CH:23]=[C:22]([N+:27]([O-])=O)[C:21]=2[S:30][C:31](=[O:35])N(C)C)[C:11]1=[O:36])[CH2:7][CH2:8][CH3:9])[CH3:2].C(O)C.[Sn](Cl)(Cl)(Cl)Cl, predict the reaction product. The product is: [CH2:1]([O:3][C:4](=[O:37])[CH2:5][C@@H:6]([N:10]1[C:14]2[CH:15]=[CH:16][CH:17]=[CH:18][C:13]=2[N:12]([CH2:19][C:20]2[C:21]3[S:30][C:31](=[O:35])[NH:27][C:22]=3[CH:23]=[C:24]([Br:26])[CH:25]=2)[C:11]1=[O:36])[CH2:7][CH2:8][CH3:9])[CH3:2]. (9) Given the reactants NC1C=CC(F)=CC=1C(NC)=O.[F:13][C:14]1[C:28]([O:29][CH3:30])=[C:27]([N+:31]([O-])=O)[CH:26]=[CH:25][C:15]=1[CH2:16][P:17](=[O:24])([O:21][CH2:22][CH3:23])[O:18][CH2:19][CH3:20], predict the reaction product. The product is: [NH2:31][C:27]1[CH:26]=[CH:25][C:15]([CH2:16][P:17](=[O:24])([O:21][CH2:22][CH3:23])[O:18][CH2:19][CH3:20])=[C:14]([F:13])[C:28]=1[O:29][CH3:30]. (10) Given the reactants [CH:1]([C:3]1[CH:11]=[CH:10][C:6]([C:7]([OH:9])=O)=[CH:5][CH:4]=1)=[O:2].[NH:12]1[CH2:16][CH2:15][CH2:14][CH2:13]1.C(N(CC)CC)C, predict the reaction product. The product is: [N:12]1([C:7]([C:6]2[CH:5]=[CH:4][C:3]([CH:1]=[O:2])=[CH:11][CH:10]=2)=[O:9])[CH2:16][CH2:15][CH2:14][CH2:13]1.